This data is from Full USPTO retrosynthesis dataset with 1.9M reactions from patents (1976-2016). The task is: Predict the reactants needed to synthesize the given product. (1) Given the product [Br:1][C:2]1[CH:10]=[CH:9][C:5]([C:6]([N:26]2[CH2:27][CH2:28][N:23]([C:17]3[C:16]([Cl:15])=[CH:21][C:20]([Cl:22])=[CH:19][N:18]=3)[CH2:24][CH2:25]2)=[O:8])=[C:4]([S:11]([CH3:14])(=[O:13])=[O:12])[CH:3]=1, predict the reactants needed to synthesize it. The reactants are: [Br:1][C:2]1[CH:10]=[CH:9][C:5]([C:6]([OH:8])=O)=[C:4]([S:11]([CH3:14])(=[O:13])=[O:12])[CH:3]=1.[Cl:15][C:16]1[C:17]([N:23]2[CH2:28][CH2:27][NH:26][CH2:25][CH2:24]2)=[N:18][CH:19]=[C:20]([Cl:22])[CH:21]=1. (2) Given the product [CH:33]1([C:18]2[C:17]([CH2:16][O:15][C:12]3[CH:13]=[CH:14][C:9]([O:8][C:5]([CH3:6])([CH3:7])[C:4]([OH:37])=[O:3])=[C:10]([CH3:36])[CH:11]=3)=[CH:22][N:21]=[C:20]([C:23]3[CH:28]=[CH:27][CH:26]=[C:25]([C:29]([F:31])([F:32])[F:30])[CH:24]=3)[N:19]=2)[CH2:35][CH2:34]1, predict the reactants needed to synthesize it. The reactants are: C([O:3][C:4](=[O:37])[C:5]([O:8][C:9]1[CH:14]=[CH:13][C:12]([O:15][CH2:16][C:17]2[C:18]([CH:33]3[CH2:35][CH2:34]3)=[N:19][C:20]([C:23]3[CH:28]=[CH:27][CH:26]=[C:25]([C:29]([F:32])([F:31])[F:30])[CH:24]=3)=[N:21][CH:22]=2)=[CH:11][C:10]=1[CH3:36])([CH3:7])[CH3:6])C.[OH-].[Na+]. (3) Given the product [F:8][C:4]1[CH:5]=[CH:6][CH:7]=[CH:2][C:3]=1[N:9]=[C:10]1[NH:14][C:13](=[O:15])[C:12](=[CH:26][C:24]2[CH:23]=[CH:22][C:20]3[N:21]=[C:17]([CH3:16])[O:18][C:19]=3[CH:25]=2)[S:11]1, predict the reactants needed to synthesize it. The reactants are: F[C:2]1[CH:7]=[CH:6][CH:5]=[C:4]([F:8])[C:3]=1[N:9]=[C:10]1[NH:14][C:13](=[O:15])[CH2:12][S:11]1.[CH3:16][C:17]1[O:18][C:19]2[CH:25]=[C:24]([CH:26]=O)[CH:23]=[CH:22][C:20]=2[N:21]=1.N1CCCCC1.C(OCC)C. (4) Given the product [Cl:3][C:4]1[CH:9]=[CH:8][C:7]([S:10]([N:13]2[CH:14]3[CH2:25][CH:24]([C:26]4([O:29][CH3:31])[CH2:28][CH2:27]4)[CH2:23][CH:22]2[CH2:21][C:16]2([CH2:15]3)[O:20][CH2:19][CH2:18][O:17]2)(=[O:12])=[O:11])=[CH:6][CH:5]=1, predict the reactants needed to synthesize it. The reactants are: [H-].[Na+].[Cl:3][C:4]1[CH:9]=[CH:8][C:7]([S:10]([N:13]2[CH:22]3[CH2:23][CH:24]([C:26]4([OH:29])[CH2:28][CH2:27]4)[CH2:25][CH:14]2[CH2:15][C:16]2([CH2:21]3)[O:20][CH2:19][CH2:18][O:17]2)(=[O:12])=[O:11])=[CH:6][CH:5]=1.I[CH3:31]. (5) Given the product [CH2:15]([C:17]1[NH:18][C:19]2[C:24]([C:25]=1[CH2:33][C:32]1[CH:35]=[CH:36][C:29]([N+:26]([O-:28])=[O:27])=[CH:30][CH:31]=1)=[CH:23][CH:22]=[CH:21][CH:20]=2)[CH3:16], predict the reactants needed to synthesize it. The reactants are: FC(F)(F)C(O)=O.C([SiH](CC)CC)C.[CH2:15]([C:17]1[NH:18][C:19]2[C:24]([CH:25]=1)=[CH:23][CH:22]=[CH:21][CH:20]=2)[CH3:16].[N+:26]([C:29]1[CH:36]=[CH:35][C:32]([CH:33]=O)=[CH:31][CH:30]=1)([O-:28])=[O:27].[OH-].[Na+].[Cl-].[Na+].